Predict which catalyst facilitates the given reaction. From a dataset of Catalyst prediction with 721,799 reactions and 888 catalyst types from USPTO. Reactant: [CH3:1][O:2][CH:3]([CH3:19])[CH:4]([N:6]1[C:10]2=[N:11][CH:12]=[CH:13][CH:14]=[C:9]2[C:8]([C:15]([OH:17])=O)=[C:7]1[CH3:18])[CH3:5].Cl.[NH2:21][CH2:22][C:23]1[C:24](=[O:32])[NH:25][C:26]([CH3:31])=[CH:27][C:28]=1[O:29][CH3:30].CN(C(ON1N=NC2C=CC=NC1=2)=[N+](C)C)C.F[P-](F)(F)(F)(F)F. Product: [CH3:30][O:29][C:28]1[CH:27]=[C:26]([CH3:31])[NH:25][C:24](=[O:32])[C:23]=1[CH2:22][NH:21][C:15]([C:8]1[C:9]2[C:10](=[N:11][CH:12]=[CH:13][CH:14]=2)[N:6]([CH:4]([CH:3]([O:2][CH3:1])[CH3:19])[CH3:5])[C:7]=1[CH3:18])=[O:17]. The catalyst class is: 163.